Dataset: Peptide-MHC class II binding affinity with 134,281 pairs from IEDB. Task: Regression. Given a peptide amino acid sequence and an MHC pseudo amino acid sequence, predict their binding affinity value. This is MHC class II binding data. (1) The peptide sequence is HDKDVAVLTSSRLSNR. The MHC is H-2-IAk with pseudo-sequence H-2-IAk. The binding affinity (normalized) is 0.155. (2) The peptide sequence is GWYRPPFSRVVHLYR. The MHC is DRB3_0101 with pseudo-sequence DRB3_0101. The binding affinity (normalized) is 0.433. (3) The peptide sequence is AAFSKLPASTIDELK. The MHC is DRB1_1101 with pseudo-sequence DRB1_1101. The binding affinity (normalized) is 0.477. (4) The peptide sequence is DVCGMFTNRSGSQQW. The MHC is HLA-DPA10201-DPB11401 with pseudo-sequence HLA-DPA10201-DPB11401. The binding affinity (normalized) is 0. (5) The peptide sequence is GEAQIVDKIDAAFKI. The MHC is DRB1_0401 with pseudo-sequence DRB1_0401. The binding affinity (normalized) is 0.302.